This data is from Peptide-MHC class I binding affinity with 185,985 pairs from IEDB/IMGT. The task is: Regression. Given a peptide amino acid sequence and an MHC pseudo amino acid sequence, predict their binding affinity value. This is MHC class I binding data. (1) The binding affinity (normalized) is 0.0847. The peptide sequence is KVFFVNWFR. The MHC is HLA-B46:01 with pseudo-sequence HLA-B46:01. (2) The peptide sequence is ETSPGEIKPK. The MHC is HLA-A31:01 with pseudo-sequence HLA-A31:01. The binding affinity (normalized) is 0. (3) The peptide sequence is ADEGLNRRVA. The MHC is Patr-B2401 with pseudo-sequence Patr-B2401. The binding affinity (normalized) is 0.0105. (4) The peptide sequence is YEWGEEVPLL. The MHC is HLA-B40:02 with pseudo-sequence HLA-B40:02. The binding affinity (normalized) is 0.476.